Predict the product of the given reaction. From a dataset of Forward reaction prediction with 1.9M reactions from USPTO patents (1976-2016). Given the reactants C([O:8][C:9]1[CH:14]=[CH:13][C:12]([C:15]#[C:16][CH2:17][CH2:18][CH2:19][C:20]([OH:22])=[O:21])=[CH:11][C:10]=1[N:23]1[CH2:27][C:26](=[O:28])[NH:25][S:24]1(=[O:30])=[O:29])C1C=CC=CC=1, predict the reaction product. The product is: [OH:8][C:9]1[CH:14]=[CH:13][C:12]([CH2:15][CH2:16][CH2:17][CH2:18][CH2:19][C:20]([OH:22])=[O:21])=[CH:11][C:10]=1[N:23]1[CH2:27][C:26](=[O:28])[NH:25][S:24]1(=[O:30])=[O:29].